This data is from Forward reaction prediction with 1.9M reactions from USPTO patents (1976-2016). The task is: Predict the product of the given reaction. (1) Given the reactants C([Li])CCC.I[C:7]1[CH:12]=[CH:11][CH:10]=[CH:9][C:8]=1[OH:13].C(=O)=O.CC(C)=O.[C:21]1([C:27]#[C:28][C:29](Cl)=[O:30])[CH:26]=[CH:25][CH:24]=[CH:23][CH:22]=1, predict the reaction product. The product is: [C:21]1([C:27]2[O:13][C:8]3[CH:9]=[CH:10][CH:11]=[CH:12][C:7]=3[C:29](=[O:30])[CH:28]=2)[CH:26]=[CH:25][CH:24]=[CH:23][CH:22]=1. (2) Given the reactants S(Cl)(Cl)=O.[CH:5]1([C:8]2[C:9]([O:18][CH2:19][CH:20]3[CH2:25][CH2:24][NH:23][CH2:22][CH2:21]3)=[CH:10][C:11]([F:17])=[C:12]([CH:16]=2)[C:13]([OH:15])=[O:14])[CH2:7][CH2:6]1.[CH3:26]O, predict the reaction product. The product is: [CH:5]1([C:8]2[C:9]([O:18][CH2:19][CH:20]3[CH2:21][CH2:22][NH:23][CH2:24][CH2:25]3)=[CH:10][C:11]([F:17])=[C:12]([CH:16]=2)[C:13]([O:15][CH3:26])=[O:14])[CH2:6][CH2:7]1.